The task is: Predict the reactants needed to synthesize the given product.. This data is from Full USPTO retrosynthesis dataset with 1.9M reactions from patents (1976-2016). (1) Given the product [Cl:1][C:2]1[CH:20]=[C:19]([Cl:21])[CH:18]=[CH:17][C:3]=1[CH2:4][NH:5][C:6]([C:8]1[C:9]([O:13][CH:14]([CH3:16])[CH3:15])=[N:10][N:11]([CH2:23][CH2:24][OH:25])[CH:12]=1)=[O:7], predict the reactants needed to synthesize it. The reactants are: [Cl:1][C:2]1[CH:20]=[C:19]([Cl:21])[CH:18]=[CH:17][C:3]=1[CH2:4][NH:5][C:6]([C:8]1[C:9]([O:13][CH:14]([CH3:16])[CH3:15])=[N:10][NH:11][CH:12]=1)=[O:7].Br[CH2:23][C:24](OCC)=[O:25].C(=O)([O-])[O-].[K+].[K+].O. (2) Given the product [Cl:1][C:2]1[CH:3]=[C:4]([NH:5][C:20](=[O:21])[CH:19]=[CH:18][O:17][CH2:15][CH3:16])[CH:6]=[CH:7][CH:8]=1, predict the reactants needed to synthesize it. The reactants are: [Cl:1][C:2]1[CH:3]=[C:4]([CH:6]=[CH:7][CH:8]=1)[NH2:5].N1C=CC=CC=1.[CH2:15]([O:17][CH:18]=[CH:19][C:20](Cl)=[O:21])[CH3:16]. (3) Given the product [CH2:31]([O:30][C:14]1[CH:15]=[C:16]([O:22][CH2:23][C:24]2[CH:25]=[CH:26][CH:27]=[CH:28][CH:29]=2)[C:17]([CH:19]([CH3:21])[CH3:20])=[CH:18][C:13]=1[C:11]([N:6]1[CH2:5][C:4]2[C:8](=[CH:9][CH:10]=[C:2]([N:1]3[CH2:43][CH2:42][O:41][CH2:40][CH2:39]3)[CH:3]=2)[CH2:7]1)=[O:12])[C:32]1[CH:37]=[CH:36][CH:35]=[CH:34][CH:33]=1, predict the reactants needed to synthesize it. The reactants are: [NH2:1][C:2]1[CH:3]=[C:4]2[C:8](=[CH:9][CH:10]=1)[CH2:7][N:6]([C:11]([C:13]1[CH:18]=[C:17]([CH:19]([CH3:21])[CH3:20])[C:16]([O:22][CH2:23][C:24]3[CH:29]=[CH:28][CH:27]=[CH:26][CH:25]=3)=[CH:15][C:14]=1[O:30][CH2:31][C:32]1[CH:37]=[CH:36][CH:35]=[CH:34][CH:33]=1)=[O:12])[CH2:5]2.Cl[CH2:39][CH2:40][O:41][CH2:42][CH2:43]Cl.CCN(C(C)C)C(C)C. (4) Given the product [C:1]([O:5][C:6](=[O:33])[CH2:7][CH2:8][C:9]1[CH:14]=[CH:13][C:12]([O:15][CH2:16][CH2:17][C:18]2[N:19]=[C:20]([C:24]3[CH:25]=[CH:26][CH:27]=[CH:28][CH:29]=3)[O:21][C:22]=2[CH3:23])=[CH:11][C:10]=1[CH2:30][N:31]([C:47]([C:46]1[CH:45]=[C:44]([Cl:50])[S:43][C:42]=1[Cl:41])=[O:48])[CH3:32])([CH3:4])([CH3:3])[CH3:2], predict the reactants needed to synthesize it. The reactants are: [C:1]([O:5][C:6](=[O:33])[CH2:7][CH2:8][C:9]1[CH:14]=[CH:13][C:12]([O:15][CH2:16][CH2:17][C:18]2[N:19]=[C:20]([C:24]3[CH:29]=[CH:28][CH:27]=[CH:26][CH:25]=3)[O:21][C:22]=2[CH3:23])=[CH:11][C:10]=1[CH2:30][NH:31][CH3:32])([CH3:4])([CH3:3])[CH3:2].C(N(CC)CC)C.[Cl:41][C:42]1[S:43][C:44]([Cl:50])=[CH:45][C:46]=1[C:47](Cl)=[O:48]. (5) Given the product [F:1][C:2]1[CH:3]=[C:4]([C:8]2[CH:9]=[C:10]3[C:15](=[CH:16][CH:17]=2)[N:14]=[CH:13][CH:12]=[C:11]3[S:18][C:19]2([C:23]([OH:25])=[O:24])[CH2:20][CH2:21][CH2:22]2)[CH:5]=[CH:6][CH:7]=1, predict the reactants needed to synthesize it. The reactants are: [F:1][C:2]1[CH:3]=[C:4]([C:8]2[CH:9]=[C:10]3[C:15](=[CH:16][CH:17]=2)[N:14]=[CH:13][CH:12]=[C:11]3[S:18][C:19]2([C:23]([O:25]CC)=[O:24])[CH2:22][CH2:21][CH2:20]2)[CH:5]=[CH:6][CH:7]=1.O.[OH-].[Li+].Cl. (6) The reactants are: [OH:1][CH2:2][C@H:3]([NH:10][C:11](=[O:17])[C@@H:12]([CH3:16])[CH2:13][CH:14]=[CH2:15])[C:4]1[CH:9]=[CH:8][CH:7]=[CH:6][CH:5]=1.[C:18]([O:22][C:23](=[O:32])[CH2:24][C@H:25]([CH2:29][CH:30]=[CH2:31])[C:26](O)=[O:27])([CH3:21])([CH3:20])[CH3:19]. Given the product [CH2:29]([C@@H:25]([CH2:24][C:23]([O:22][C:18]([CH3:21])([CH3:20])[CH3:19])=[O:32])[C:26]([O:1][CH2:2][C@H:3]([NH:10][C:11](=[O:17])[C@@H:12]([CH3:16])[CH2:13][CH:14]=[CH2:15])[C:4]1[CH:9]=[CH:8][CH:7]=[CH:6][CH:5]=1)=[O:27])[CH:30]=[CH2:31], predict the reactants needed to synthesize it. (7) Given the product [C:1]([O:4][C:5]1[CH:6]=[C:7]2[C:12](=[CH:13][C:14]=1[O:15][CH3:16])[N:11]=[CH:10][NH:9][C:8]2=[O:17])(=[O:3])[CH3:2].[C:1]([O:4][C:5]1[CH:6]=[C:7]2[C:12](=[CH:13][C:14]=1[O:15][CH3:16])[N:11]=[CH:10][N:9]=[C:8]2[NH:18][C:19]1[CH:24]=[CH:23][CH:22]=[CH:21][CH:20]=1)(=[O:3])[CH3:2], predict the reactants needed to synthesize it. The reactants are: [C:1]([O:4][C:5]1[CH:6]=[C:7]2[C:12](=[CH:13][C:14]=1[O:15][CH3:16])[N:11]=[CH:10][NH:9][C:8]2=[O:17])(=[O:3])[CH3:2].[NH2:18][C:19]1[CH:24]=[CH:23][CH:22]=[CH:21][CH:20]=1.